Predict the reactants needed to synthesize the given product. From a dataset of Full USPTO retrosynthesis dataset with 1.9M reactions from patents (1976-2016). (1) The reactants are: [OH:1][C:2]1[CH:3]=[C:4]2[C:9](=[CH:10][CH:11]=1)[CH:8]=[C:7]([C@:12]1([CH3:18])[CH2:16][O:15][C:14](=[O:17])[NH:13]1)[CH:6]=[CH:5]2.C(#N)C.[Cl:22]N1C(=O)CCC1=O. Given the product [Cl:22][C:3]1[C:2]([OH:1])=[CH:11][CH:10]=[C:9]2[C:4]=1[CH:5]=[CH:6][C:7]([C@:12]1([CH3:18])[CH2:16][O:15][C:14](=[O:17])[NH:13]1)=[CH:8]2, predict the reactants needed to synthesize it. (2) Given the product [C:12]([O:11][C:9]([N:20]1[CH2:21][CH2:22][CH:17]([OH:16])[CH2:18][CH2:19]1)=[O:10])([CH3:13])([CH3:14])[CH3:15], predict the reactants needed to synthesize it. The reactants are: [C:9](O[C:9]([O:11][C:12]([CH3:15])([CH3:14])[CH3:13])=[O:10])([O:11][C:12]([CH3:15])([CH3:14])[CH3:13])=[O:10].[OH:16][CH:17]1[CH2:22][CH2:21][NH:20][CH2:19][CH2:18]1.C(N(CC)CC)C. (3) Given the product [Cl:20][C:3]1[C:4]2[C:9](=[CH:8][CH:7]=[CH:6][CH:5]=2)[NH:1][C:2]=1[C:10]([N:12]1[CH2:16][CH2:15][CH2:14][CH2:13]1)=[O:11], predict the reactants needed to synthesize it. The reactants are: [NH:1]1[C:9]2[C:4](=[CH:5][CH:6]=[CH:7][CH:8]=2)[CH:3]=[C:2]1[C:10]([N:12]1[CH2:16][CH2:15][CH2:14][CH2:13]1)=[O:11].C(#N)C.[Cl:20]N1C(=O)CCC1=O. (4) Given the product [F:1][C:2]1[CH:13]=[CH:12][C:5]([CH2:6][O:7][CH2:8][C:9]([NH:17][CH2:16][CH2:14][OH:15])=[O:10])=[CH:4][CH:3]=1, predict the reactants needed to synthesize it. The reactants are: [F:1][C:2]1[CH:13]=[CH:12][C:5]([CH2:6][O:7][CH2:8][C:9](Cl)=[O:10])=[CH:4][CH:3]=1.[CH2:14]([CH2:16][NH2:17])[OH:15].C(N(CC)CC)C.FC1C=CC(COCC(NCCC2CCN(CC3C=CC=CC=3)CC2)=O)=CC=1. (5) Given the product [CH3:1][O:2][N:3]([CH3:21])[C:4]([C:6]1[C:11]([NH2:12])=[N:10][CH:9]=[C:8]([C:24]2[CH:25]=[C:26]([S:29]([N:32]3[CH2:37][CH2:36][O:35][CH2:34][CH2:33]3)(=[O:31])=[O:30])[CH:27]=[CH:28][C:23]=2[CH3:22])[N:7]=1)=[O:5], predict the reactants needed to synthesize it. The reactants are: [CH3:1][O:2][N:3]([CH3:21])[C:4]([C:6]1[C:11]([NH2:12])=[N:10][CH:9]=[C:8](C2C=CC(Cl)=C(Cl)C=2)[N:7]=1)=[O:5].[CH3:22][C:23]1[CH:28]=[CH:27][C:26]([S:29]([N:32]2[CH2:37][CH2:36][O:35][CH2:34][CH2:33]2)(=[O:31])=[O:30])=[CH:25][C:24]=1B(O)O. (6) Given the product [OH:7][NH:8][C:9](=[O:30])[CH2:10][C@@:11]1([C:24]2[S:25][C:26]([C:38]3[CH:39]=[CH:40][CH:41]=[C:36]([NH:35][C:33]([NH:32][CH3:31])=[O:34])[CH:37]=3)=[CH:27][CH:28]=2)[S:17](=[O:18])(=[O:19])[CH2:16][CH2:15][N:14]([S:20]([CH3:23])(=[O:21])=[O:22])[CH2:13][CH2:12]1, predict the reactants needed to synthesize it. The reactants are: O1CCCCC1[O:7][NH:8][C:9](=[O:30])[CH2:10][C@@:11]1([C:24]2[S:25][C:26](Br)=[CH:27][CH:28]=2)[S:17](=[O:19])(=[O:18])[CH2:16][CH2:15][N:14]([S:20]([CH3:23])(=[O:22])=[O:21])[CH2:13][CH2:12]1.[CH3:31][NH:32][C:33]([NH:35][C:36]1[CH:37]=[C:38](B(O)O)[CH:39]=[CH:40][CH:41]=1)=[O:34]. (7) Given the product [S:8]1[C:3]2[CH:4]=[CH:5][CH:6]=[CH:7][C:2]=2[N:1]=[C:15]1[C:14]1[CH:17]=[CH:18][C:11]([N:10]([CH3:9])[CH3:22])=[CH:12][C:13]=1[N+:19]([O-:21])=[O:20], predict the reactants needed to synthesize it. The reactants are: [NH2:1][C:2]1[CH:7]=[CH:6][CH:5]=[CH:4][C:3]=1[SH:8].[CH3:9][N:10]([CH3:22])[C:11]1[CH:18]=[CH:17][C:14]([CH:15]=O)=[C:13]([N+:19]([O-:21])=[O:20])[CH:12]=1.